From a dataset of Reaction yield outcomes from USPTO patents with 853,638 reactions. Predict the reaction yield, written as a fraction of the theoretical maximum amount of product (1.0 means a 100% yield; for example, 0.34 means a 34% yield). (1) The reactants are [CH3:1][C:2]1[N:31](COCC[Si](C)(C)C)[C:5]2=[N:6][CH:7]=[C:8]([C:10]3[CH:11]=[C:12]4[C:17](=[CH:18][CH:19]=3)[N:16]=[CH:15][N:14]=[C:13]4[N:20]3[C:29]4[C:24](=[CH:25][CH:26]=[CH:27][CH:28]=4)[C:23](=[O:30])[CH2:22][CH2:21]3)[CH:9]=[C:4]2[N:3]=1.FC(F)(F)C(O)=O. The catalyst is ClCCl. The product is [CH3:1][C:2]1[NH:31][C:5]2=[N:6][CH:7]=[C:8]([C:10]3[CH:11]=[C:12]4[C:17](=[CH:18][CH:19]=3)[N:16]=[CH:15][N:14]=[C:13]4[N:20]3[C:29]4[C:24](=[CH:25][CH:26]=[CH:27][CH:28]=4)[C:23](=[O:30])[CH2:22][CH2:21]3)[CH:9]=[C:4]2[N:3]=1. The yield is 0.230. (2) The catalyst is COCCOC.Cl[Pd](Cl)([P](C1C=CC=CC=1)(C1C=CC=CC=1)C1C=CC=CC=1)[P](C1C=CC=CC=1)(C1C=CC=CC=1)C1C=CC=CC=1. The yield is 0.230. The product is [F:27][C:28]([F:39])([F:40])[O:29][C:30]1[CH:35]=[CH:34][C:33]([C:2]2[S:6][C:5]([NH:7][C:8]([NH:10][C:11]3[C:16]([CH3:17])=[CH:15][C:14]([CH3:18])=[CH:13][C:12]=3[CH3:19])=[O:9])=[C:4]([C:20]([O:22][C:23]([CH3:26])([CH3:25])[CH3:24])=[O:21])[CH:3]=2)=[CH:32][CH:31]=1. The reactants are Br[C:2]1[S:6][C:5]([NH:7][C:8]([NH:10][C:11]2[C:16]([CH3:17])=[CH:15][C:14]([CH3:18])=[CH:13][C:12]=2[CH3:19])=[O:9])=[C:4]([C:20]([O:22][C:23]([CH3:26])([CH3:25])[CH3:24])=[O:21])[CH:3]=1.[F:27][C:28]([F:40])([F:39])[O:29][C:30]1[CH:35]=[CH:34][C:33](B(O)O)=[CH:32][CH:31]=1.C([O-])([O-])=O.[Na+].[Na+].